From a dataset of Drug-target binding data from BindingDB using Ki measurements. Regression. Given a target protein amino acid sequence and a drug SMILES string, predict the binding affinity score between them. We predict pKi (pKi = -log10(Ki in M); higher means stronger inhibition). Dataset: bindingdb_ki. (1) The small molecule is O=C(/C=C/c1ccc(O)c([N+](=O)[O-])c1)c1cc2ccccc2cc1O. The target protein sequence is MSHLLVSPLGGGVQPRLEINNFVKNDRQFSLYVQALDRMYATPQNETASYFQVAGVHGYPLIPFNDAVGPTEFSPFDQWTGYCTHGSTLFPTWHRPYVLILEQILSGHAQQIADTYTVNKSEWKKAATEFRHPYWDWASNSVPPPEVISLPKVTITTPNGQKTSVANPLMRYTFNPVNDGGFYGPYNQWDTTLRQPDSTGVNAKDNVNRLTSVLKNAQASLTRATYDMFNRVTTWPHFSSHTPASGGSTSNSIEAIHDNIHVLVGGNGHMSDPSVAAFDPIFFLHHANVDRLIALWSAIRYDVWTSPGDAQFGTYTLRYKQSVDESTDLAPWWKTQNEYWKSNELRSTESLGYTYPEFVGLDMYNKDAVNKTISRKVAQLYGPQRGGQRSLVEDLSNSHARRSQRLAKRSRLGQLLKGLFSDWSAQIKFNRHEVGQSFSVCLFLGNVPEDPREWLVSPNLVGARHAFVRSVKTDHVAEEIGFIPINQWIAEHTGLPSFAV.... The pKi is 4.9. (2) The small molecule is CCCC/N=C1\SC[C@@H]2[C@H](O)[C@H](O)[C@@H](O)CN12. The target protein sequence is LRNATQRMFEIDYSRDSFLKDGQPFRYISGSIHYSRVPRFYWKDRLLKMKMAGLNAIQTYVPWNFHEPWPGQYQFSEDHDVEYFLRLAHELGLLVILRPGPYICAEWEMGGLPAWLLEKESILLRSSDPDYLAAVDKWLGVLLPKMKPLLYQNGGPVITVQVENEYGSYFACDFDYLRFLQKRFRHHLGDDVVLFTTDGAHKTFLKCGALQGLYTTVDFGTGSNITDAFLSQRKCEPKGPLINSEFYTGWLDHWGQPHSTIKTEAVASSLYDILARGASVNLYMFIGGTNFAYWNGANSPYAAQPTSYDYDAPLSEAGDLTEKYFALRNIIQKFEKVPEGPIPPSTPKFAYGKVTLEKLKTVGAALDILCPSGPIKSLYPLTFIQVKQHYGFVLYRTTLPQDCSNPAPLSSPLNGVHDRAYVAVDGIPQGVLERNNVITLNITGKAGATLDLLVENMGRVNYGAYINDFKGLVSNLTLSSNILTDWTIFPLDTEDAVRSH.... The pKi is 4.2.